Dataset: Catalyst prediction with 721,799 reactions and 888 catalyst types from USPTO. Task: Predict which catalyst facilitates the given reaction. (1) Reactant: [F:1][C:2]1[CH:7]=[CH:6][C:5]([C:8](=[O:26])[CH2:9][CH2:10][CH2:11][C:12]([N:14]2[C@@H:18]([C:19]3[CH:24]=[CH:23][CH:22]=[CH:21][CH:20]=3)[CH2:17][O:16][C:15]2=O)=[O:13])=[CH:4][CH:3]=1.FC1C=CC([C@@H](O)CCCC(N2[C@@H](C3C=CC=CC=3)COC2=O)=[O:39])=CC=1.[O-]S([O-])(=O)=O.[Mg+2]. Product: [O:39]=[C:20]1[CH:21]=[CH:22][CH:23]=[CH:24][CH:19]1[C@H:18]1[CH2:17][O:16][CH2:15][N:14]1[C:12](=[O:13])[CH2:11][CH2:10][CH2:9][C:8]([C:5]1[CH:6]=[CH:7][C:2]([F:1])=[CH:3][CH:4]=1)=[O:26]. The catalyst class is: 32. (2) Reactant: Br[C:2]1[CH:7]=[CH:6][C:5]([F:8])=[CH:4][C:3]=1[CH2:9][CH2:10][NH:11][C:12](=[O:14])[CH3:13].C(N(CC)CC)C.[C:22]([Si:24]([CH3:27])([CH3:26])[CH3:25])#[CH:23].[OH-].[Na+]. Product: [F:8][C:5]1[CH:6]=[CH:7][C:2]([C:23]#[C:22][Si:24]([CH3:27])([CH3:26])[CH3:25])=[C:3]([CH2:9][CH2:10][NH:11][C:12](=[O:14])[CH3:13])[CH:4]=1. The catalyst class is: 654. (3) Reactant: [Cl:1][C:2]1[C:7]([N+:8]([O-])=O)=[CH:6][CH:5]=[CH:4][N:3]=1.[C:11]([Mg]Br)([CH3:13])=[CH2:12].O1CCCC1. Product: [Cl:1][C:2]1[N:3]=[CH:4][CH:5]=[C:6]2[CH:12]=[C:11]([CH3:13])[NH:8][C:7]=12. The catalyst class is: 7. (4) Product: [O-:6][S:4]([C:7]([F:10])([F:9])[F:8])(=[O:5])=[O:3].[CH:40]([O:39][CH2:38][CH2:37][O:11][C:12]1[CH:17]=[CH:16][C:15]([S+:18]([C:25]2[CH:26]=[CH:27][C:28]([O:31][CH2:46][CH2:45][O:44][CH:43]=[CH2:42])=[CH:29][CH:30]=2)[C:19]2[CH:24]=[CH:23][CH:22]=[CH:21][CH:20]=2)=[CH:14][CH:13]=1)=[CH2:41]. The catalyst class is: 6. Reactant: [OH-].[Na+].[O-:3][S:4]([C:7]([F:10])([F:9])[F:8])(=[O:6])=[O:5].[OH:11][C:12]1[CH:17]=[CH:16][C:15]([S+:18]([C:25]2[CH:30]=[CH:29][C:28]([OH:31])=[CH:27][CH:26]=2)[C:19]2[CH:24]=[CH:23][CH:22]=[CH:21][CH:20]=2)=[CH:14][CH:13]=1.CS(C)=O.Cl[CH2:37][CH2:38][O:39][CH:40]=[CH2:41].[CH3:42][CH2:43][O:44][CH2:45][CH3:46].